The task is: Predict which catalyst facilitates the given reaction.. This data is from Catalyst prediction with 721,799 reactions and 888 catalyst types from USPTO. (1) Reactant: C(=O)([O-])[O-].[Na+].[Na+].[CH2:7]([O:14][C:15]1[CH:24]=[C:23]([CH:25]2[CH2:28][CH2:27][CH2:26]2)[CH:22]=[CH:21][C:16]=1[C:17]([O:19][CH3:20])=[O:18])[C:8]1[CH:13]=[CH:12][CH:11]=[CH:10][CH:9]=1.[Br:29]Br.C(=O)(O)[O-].[Na+]. Product: [CH2:7]([O:14][C:15]1[CH:24]=[C:23]([CH:25]2[CH2:28][CH2:27][CH2:26]2)[C:22]([Br:29])=[CH:21][C:16]=1[C:17]([O:19][CH3:20])=[O:18])[C:8]1[CH:9]=[CH:10][CH:11]=[CH:12][CH:13]=1. The catalyst class is: 4. (2) Reactant: C([C:3]1[CH:4]=[C:5]([CH:15]=[CH:16][C:17]=1[B:18]1[O:22]C(C)(C)[C:20](C)(C)[O:19]1)[O:6][C:7]1[CH:14]=[CH:13][C:10]([C:11]#[N:12])=[CH:9][N:8]=1)=O.[BH4-].[Na+].Cl.C([O-])(O)=O.[Na+]. Product: [OH:22][B:18]1[C:17]2[CH:3]=[CH:4][C:5]([O:6][C:7]3[CH:14]=[CH:13][C:10]([C:11]#[N:12])=[CH:9][N:8]=3)=[CH:15][C:16]=2[CH2:20][O:19]1. The catalyst class is: 88. (3) Reactant: [CH3:1][N:2]1[C:10]2[C:9]([O:11][C:12]3[CH:17]=[CH:16][C:15]([CH2:18][C:19]([O:21]CC)=[O:20])=[CH:14][CH:13]=3)=[N:8][CH:7]=[N:6][C:5]=2[CH:4]=[CH:3]1.[OH-].[Na+].Cl. Product: [CH3:1][N:2]1[C:10]2[C:9]([O:11][C:12]3[CH:13]=[CH:14][C:15]([CH2:18][C:19]([OH:21])=[O:20])=[CH:16][CH:17]=3)=[N:8][CH:7]=[N:6][C:5]=2[CH:4]=[CH:3]1. The catalyst class is: 5. (4) The catalyst class is: 57. Reactant: [CH2:1]([O:3][C:4](=[O:24])[CH2:5][C:6]1[CH:11]=[CH:10][C:9]([O:12][CH3:13])=[C:8]([O:14][C:15]2[CH:20]=[CH:19][C:18]([Cl:21])=[CH:17][C:16]=2[CH2:22]O)[CH:7]=1)[CH3:2].P(Br)(Br)[Br:26]. Product: [CH2:1]([O:3][C:4](=[O:24])[CH2:5][C:6]1[CH:11]=[CH:10][C:9]([O:12][CH3:13])=[C:8]([O:14][C:15]2[CH:20]=[CH:19][C:18]([Cl:21])=[CH:17][C:16]=2[CH2:22][Br:26])[CH:7]=1)[CH3:2]. (5) Reactant: [C:1]([O:5][C:6]([N:8]1[CH2:13][CH2:12][NH:11][CH2:10][CH2:9]1)=[O:7])([CH3:4])([CH3:3])[CH3:2].CC1(C)[O:19][CH:18]([CH2:20][CH2:21]OS(C2C=CC(C)=CC=2)(=O)=O)[CH2:17][O:16]1.C(=O)([O-])[O-].[K+].[K+]. Product: [C:1]([O:5][C:6]([N:8]1[CH2:13][CH2:12][N:11]([CH2:21][CH2:20][CH:18]([OH:19])[CH2:17][OH:16])[CH2:10][CH2:9]1)=[O:7])([CH3:4])([CH3:2])[CH3:3]. The catalyst class is: 10.